This data is from Human liver microsome stability data. The task is: Regression/Classification. Given a drug SMILES string, predict its absorption, distribution, metabolism, or excretion properties. Task type varies by dataset: regression for continuous measurements (e.g., permeability, clearance, half-life) or binary classification for categorical outcomes (e.g., BBB penetration, CYP inhibition). Dataset: hlm. The result is 0 (unstable in human liver microsomes). The molecule is CCc1nc(C)n(CC)c1Oc1cc(C#N)cc(C#N)c1.